From a dataset of Reaction yield outcomes from USPTO patents with 853,638 reactions. Predict the reaction yield, written as a fraction of the theoretical maximum amount of product (1.0 means a 100% yield; for example, 0.34 means a 34% yield). (1) The reactants are [Cl-].O[NH3+:3].[C:4](=[O:7])([O-])[OH:5].[Na+].CS(C)=O.[CH:13]([O:16][C:17]1[CH:22]=[CH:21][C:20]([N:23]2[C:28](=[O:29])[C:27]([CH2:30][C:31]3[CH:36]=[CH:35][C:34]([C:37]4[C:38]([C:43]#[N:44])=[CH:39][CH:40]=[CH:41][CH:42]=4)=[CH:33][CH:32]=3)=[C:26]([CH2:45][CH2:46][CH3:47])[N:25]=[CH:24]2)=[CH:19][CH:18]=1)([CH3:15])[CH3:14]. The catalyst is C(OCC)(=O)C. The product is [CH:13]([O:16][C:17]1[CH:18]=[CH:19][C:20]([N:23]2[C:28](=[O:29])[C:27]([CH2:30][C:31]3[CH:36]=[CH:35][C:34]([C:37]4[CH:42]=[CH:41][CH:40]=[CH:39][C:38]=4[C:43]4[NH:3][C:4](=[O:7])[O:5][N:44]=4)=[CH:33][CH:32]=3)=[C:26]([CH2:45][CH2:46][CH3:47])[N:25]=[CH:24]2)=[CH:21][CH:22]=1)([CH3:15])[CH3:14]. The yield is 0.830. (2) No catalyst specified. The reactants are [Cl:1][C:2]1[C:3]([C:11](=[O:19])[C:12]2[CH:17]=[CH:16][C:15]([Cl:18])=[CH:14][CH:13]=2)=[C:4]([CH:8]=[CH:9][CH:10]=1)[C:5]([OH:7])=O.ClC1C(C(O)=O)=C(C(=O)C2C=CC(Cl)=CC=2)C=CC=1.Cl.[N+:40]([C:43]1[CH:50]=[CH:49][C:46]([CH2:47][NH2:48])=[CH:45][CH:44]=1)([O-:42])=[O:41]. The yield is 0.630. The product is [Cl:1][C:2]1[CH:10]=[CH:9][CH:8]=[C:4]2[C:3]=1[C:11]([C:12]1[CH:17]=[CH:16][C:15]([Cl:18])=[CH:14][CH:13]=1)([OH:19])[N:48]([CH2:47][C:46]1[CH:45]=[CH:44][C:43]([N+:40]([O-:42])=[O:41])=[CH:50][CH:49]=1)[C:5]2=[O:7]. (3) The reactants are B(Cl)([C@@H]1[C@@H](C)[C@@H]2C(C)(C)[C@@H](C2)C1)[C@@H]1[C@@H](C)[C@@H]2C(C)(C)[C@@H](C2)C1.[CH3:23][O:24][C:25]1[CH:26]=[C:27]([CH2:33][CH2:34][C:35]([C:37]2[CH:51]=[CH:50][CH:49]=[CH:48][C:38]=2[O:39][CH2:40][C:41]([O:43][C:44]([CH3:47])([CH3:46])[CH3:45])=[O:42])=[O:36])[CH:28]=[CH:29][C:30]=1[O:31][CH3:32].N(CCO)CCO. The catalyst is C1COCC1.C(OCC)(=O)C. The product is [CH3:23][O:24][C:25]1[CH:26]=[C:27]([CH2:33][CH2:34][C@H:35]([C:37]2[CH:51]=[CH:50][CH:49]=[CH:48][C:38]=2[O:39][CH2:40][C:41]([O:43][C:44]([CH3:45])([CH3:46])[CH3:47])=[O:42])[OH:36])[CH:28]=[CH:29][C:30]=1[O:31][CH3:32]. The yield is 0.580. (4) The reactants are [Cl:1][C:2]1[CH:7]=[CH:6][CH:5]=[CH:4][C:3]=1[C:8]1[CH:19]=[C:18]2[C:14]([C:15]([CH:21]=[CH2:22])=[CH:16][N:17]2[CH3:20])=[C:13]2[C:9]=1[C:10](=[O:24])[NH:11][C:12]2=[O:23]. The catalyst is C(OCC)(=O)C.CO.O=[Pt]=O. The product is [Cl:1][C:2]1[CH:7]=[CH:6][CH:5]=[CH:4][C:3]=1[C:8]1[CH:19]=[C:18]2[C:14]([C:15]([CH2:21][CH3:22])=[CH:16][N:17]2[CH3:20])=[C:13]2[C:9]=1[C:10](=[O:24])[NH:11][C:12]2=[O:23]. The yield is 0.750.